This data is from Human liver microsome stability data. The task is: Regression/Classification. Given a drug SMILES string, predict its absorption, distribution, metabolism, or excretion properties. Task type varies by dataset: regression for continuous measurements (e.g., permeability, clearance, half-life) or binary classification for categorical outcomes (e.g., BBB penetration, CYP inhibition). Dataset: hlm. The compound is COc1ccc(-c2cc(-c3ccc(C(N)=O)cc3)cnc2N)cn1. The result is 0 (unstable in human liver microsomes).